Predict the reactants needed to synthesize the given product. From a dataset of Full USPTO retrosynthesis dataset with 1.9M reactions from patents (1976-2016). (1) Given the product [Cl:22][C:23]1[CH:24]=[C:25]([S:30]([N:1]2[CH2:2][CH2:3][C:4]3([O:11][C:10]4[C:12]5[C:17]([C:18](=[O:21])[C:19](=[O:20])[C:9]=4[S:8][CH2:7]3)=[CH:16][CH:15]=[CH:14][CH:13]=5)[CH2:5][CH2:6]2)(=[O:31])=[O:32])[CH:26]=[CH:27][C:28]=1[Cl:29], predict the reactants needed to synthesize it. The reactants are: [NH:1]1[CH2:6][CH2:5][C:4]2([O:11][C:10]3[C:12]4[C:17]([C:18](=[O:21])[C:19](=[O:20])[C:9]=3[S:8][CH2:7]2)=[CH:16][CH:15]=[CH:14][CH:13]=4)[CH2:3][CH2:2]1.[Cl:22][C:23]1[CH:24]=[C:25]([S:30](Cl)(=[O:32])=[O:31])[CH:26]=[CH:27][C:28]=1[Cl:29]. (2) Given the product [Cl:1][C:2]1[N:3]=[C:4]([N:11]2[CH2:15][CH2:14][C@H:13]([N:16]([CH2:25][CH2:26][CH3:27])[C:17](=[O:23])[O:18][C:19]([CH3:20])([CH3:22])[CH3:21])[CH2:12]2)[C:5]2[CH2:10][CH2:9][CH2:8][C:6]=2[N:7]=1, predict the reactants needed to synthesize it. The reactants are: [Cl:1][C:2]1[N:3]=[C:4]([N:11]2[CH2:15][CH2:14][C@H:13]([NH:16][C:17](=[O:23])[O:18][C:19]([CH3:22])([CH3:21])[CH3:20])[CH2:12]2)[C:5]2[CH2:10][CH2:9][CH2:8][C:6]=2[N:7]=1.Br[CH2:25][CH2:26][CH3:27]. (3) Given the product [CH2:22]([C@H:29]1[CH2:33][O:32][C:31](=[O:34])[N:30]1[C:5](=[O:7])[CH2:4][CH:1]1[CH2:2][CH2:3]1)[C:23]1[CH:24]=[CH:25][CH:26]=[CH:27][CH:28]=1, predict the reactants needed to synthesize it. The reactants are: [CH:1]1([CH2:4][C:5]([OH:7])=O)[CH2:3][CH2:2]1.C(N(CC)CC)C.CC(C)(C)C(Cl)=O.[CH2:22]([C@H:29]1[CH2:33][O:32][C:31](=[O:34])[NH:30]1)[C:23]1[CH:28]=[CH:27][CH:26]=[CH:25][CH:24]=1.[Cl-].[Li+].